This data is from Full USPTO retrosynthesis dataset with 1.9M reactions from patents (1976-2016). The task is: Predict the reactants needed to synthesize the given product. Given the product [Cl:1][C:2]1[C:3]2[C:10]([C:48]3[CH:49]=[CH:50][C:51]([O:52][CH3:53])=[C:46]([Cl:45])[C:47]=3[CH3:63])=[CH:9][S:8][C:4]=2[N:5]=[CH:6][N:7]=1, predict the reactants needed to synthesize it. The reactants are: [Cl:1][C:2]1[C:3]2[C:10](I)=[CH:9][S:8][C:4]=2[N:5]=[CH:6][N:7]=1.[O-]P([O-])([O-])=O.[K+].[K+].[K+].C12(P(C34CC5CC(CC(C5)C3)C4)CCCC)CC3CC(CC(C3)C1)C2.[Cl:45][C:46]1[C:47]([CH3:63])=[C:48](B2OC(C)(C)C(C)(C)O2)[CH:49]=[CH:50][C:51]=1[O:52][CH3:53].Cl.